This data is from Full USPTO retrosynthesis dataset with 1.9M reactions from patents (1976-2016). The task is: Predict the reactants needed to synthesize the given product. (1) Given the product [C:1]([O:5][C:6](=[O:27])[NH:7][C@H:8]([CH2:25][OH:26])[CH2:9][C:10]1[CH:11]=[CH:12][C:13]([O:16][C:17]2[C:22]([CH2:23][OH:24])=[CH:21][CH:20]=[CH:19][N:18]=2)=[CH:14][CH:15]=1)([CH3:2])([CH3:4])[CH3:3], predict the reactants needed to synthesize it. The reactants are: [C:1]([O:5][C:6](=[O:27])[NH:7][C@H:8]([CH2:25][OH:26])[CH2:9][C:10]1[CH:15]=[CH:14][C:13]([O:16][C:17]2[C:22]([CH:23]=[O:24])=[CH:21][CH:20]=[CH:19][N:18]=2)=[CH:12][CH:11]=1)([CH3:4])([CH3:3])[CH3:2].[BH4-].[Na+]. (2) Given the product [Cl:13][C:12]1[C:3]2[CH2:2][N:29]([CH2:28][C:18]3[CH:19]=[N:20][C:21]([O:22][CH2:23][C:24]([F:26])([F:27])[F:25])=[C:16]([Cl:15])[CH:17]=3)[C:5](=[O:7])[C:4]=2[CH:9]=[CH:10][N:11]=1, predict the reactants needed to synthesize it. The reactants are: Br[CH2:2][C:3]1[C:12]([Cl:13])=[N:11][CH:10]=[CH:9][C:4]=1[C:5]([O:7]C)=O.Cl.[Cl:15][C:16]1[CH:17]=[C:18]([CH2:28][NH2:29])[CH:19]=[N:20][C:21]=1[O:22][CH2:23][C:24]([F:27])([F:26])[F:25].